This data is from Reaction yield outcomes from USPTO patents with 853,638 reactions. The task is: Predict the reaction yield, written as a fraction of the theoretical maximum amount of product (1.0 means a 100% yield; for example, 0.34 means a 34% yield). The reactants are [CH3:1][O:2][C:3](=[O:23])[C:4]1[CH:9]=[CH:8][C:7]([C:10]2[NH:14][C:13]3[C:15]([CH:21]=[O:22])=[C:16]([O:19]C)[CH:17]=[CH:18][C:12]=3[N:11]=2)=[CH:6][CH:5]=1.B(Br)(Br)Br. The catalyst is ClCCl. The product is [CH3:1][O:2][C:3](=[O:23])[C:4]1[CH:5]=[CH:6][C:7]([C:10]2[NH:14][C:13]3[C:15]([CH:21]=[O:22])=[C:16]([OH:19])[CH:17]=[CH:18][C:12]=3[N:11]=2)=[CH:8][CH:9]=1. The yield is 0.580.